Dataset: Full USPTO retrosynthesis dataset with 1.9M reactions from patents (1976-2016). Task: Predict the reactants needed to synthesize the given product. (1) Given the product [CH3:23][O:22][CH2:21][CH2:20][CH2:19][O:18][C:15]1[CH:16]=[CH:17][C:12]([C@H:11]2[C@H:6]([O:5][CH2:4][C:1]([N:51]3[CH2:56][CH2:55][O:54][CH2:53][CH2:52]3)=[O:2])[CH2:7][N:8]([C:41]([O:43][CH2:44][C:45]3[CH:50]=[CH:49][CH:48]=[CH:47][CH:46]=3)=[O:42])[CH2:9][C@@H:10]2[O:24][CH2:25][C:26]2[CH:27]=[CH:28][C:29]3[O:34][CH2:33][CH2:32][N:31]([CH2:35][CH2:36][CH2:37][O:38][CH3:39])[C:30]=3[CH:40]=2)=[CH:13][CH:14]=1, predict the reactants needed to synthesize it. The reactants are: [C:1]([CH2:4][O:5][C@H:6]1[C@H:11]([C:12]2[CH:17]=[CH:16][C:15]([O:18][CH2:19][CH2:20][CH2:21][O:22][CH3:23])=[CH:14][CH:13]=2)[C@@H:10]([O:24][CH2:25][C:26]2[CH:27]=[CH:28][C:29]3[O:34][CH2:33][CH2:32][N:31]([CH2:35][CH2:36][CH2:37][O:38][CH3:39])[C:30]=3[CH:40]=2)[CH2:9][N:8]([C:41]([O:43][CH2:44][C:45]2[CH:50]=[CH:49][CH:48]=[CH:47][CH:46]=2)=[O:42])[CH2:7]1)(O)=[O:2].[NH:51]1[CH2:56][CH2:55][O:54][CH2:53][CH2:52]1. (2) Given the product [CH:11]([C:8]1[CH:7]=[CH:6][C:5]([CH2:2][N:23]2[CH:24]=[CH:25][C:26]([N:29]3[CH2:30][CH2:31][NH:32][CH2:33][CH2:34]3)=[CH:27][CH2:28]2)=[CH:10][CH:9]=1)=[CH2:12], predict the reactants needed to synthesize it. The reactants are: C[C:2]([C:5]1[CH:10]=[CH:9][C:8]([CH:11]=[CH2:12])=[CH:7][CH:6]=1)(C)C.C(C1C=CC(CCl)=CC=1)=C.[N:23]1[CH:28]=[CH:27][C:26]([N:29]2[CH2:34][CH2:33][NH:32][CH2:31][CH2:30]2)=[CH:25][CH:24]=1.Cl. (3) Given the product [O:19]1[CH2:17][CH2:18][O:26][C:20]1=[C:21]1[C:8]2[C:9](=[CH:10][CH:11]=[CH:12][CH:13]=2)[C:14]([C:15]#[N:16])=[CH:22]1, predict the reactants needed to synthesize it. The reactants are: CC(C)([O-])C.[Na+].Br[C:8]1[CH:13]=[CH:12][CH:11]=[CH:10][C:9]=1[CH2:14][C:15]#[N:16].[CH2:17]([O:19][C:20](=[O:26])[CH:21]=[CH:22]OCC)[CH3:18].S(=O)(=O)(O)O. (4) Given the product [F:16][C:15]([F:18])([F:17])[C:12]1[CH:13]=[CH:14][C:9]([O:8][CH2:1][C:2]2[CH:7]=[CH:6][CH:5]=[CH:4][CH:3]=2)=[C:10]([C:19]2[N:26]([C:27]3[N:28]=[C:29]([Br:33])[CH:30]=[CH:31][CH:32]=3)[C:22]([CH3:23])=[CH:21][CH:20]=2)[CH:11]=1, predict the reactants needed to synthesize it. The reactants are: [CH2:1]([O:8][C:9]1[CH:14]=[CH:13][C:12]([C:15]([F:18])([F:17])[F:16])=[CH:11][C:10]=1[C:19](=O)[CH2:20][CH2:21][C:22](=O)[CH3:23])[C:2]1[CH:7]=[CH:6][CH:5]=[CH:4][CH:3]=1.[NH2:26][C:27]1[CH:32]=[CH:31][CH:30]=[C:29]([Br:33])[N:28]=1. (5) The reactants are: Br[CH2:2][CH2:3][O:4][CH3:5].[N+:6]([C:9]1[CH:10]=[C:11]2[C:15](=[CH:16][CH:17]=1)[CH2:14][NH:13][CH2:12]2)([O-:8])=[O:7].CCN(CC)CC. Given the product [CH3:5][O:4][CH2:3][CH2:2][N:13]1[CH2:12][C:11]2[C:15](=[CH:16][CH:17]=[C:9]([N+:6]([O-:8])=[O:7])[CH:10]=2)[CH2:14]1, predict the reactants needed to synthesize it. (6) Given the product [CH3:1][O:2][S:3]([O-:6])(=[O:5])=[O:4].[OH:44][C:35]1[CH:36]=[CH:37][C:38]2[C:43](=[CH:42][CH:41]=[CH:40][CH:39]=2)[C:34]=1[N:29]=[N:7][C:8]1[CH:20]=[CH:19][CH:18]=[CH:17][C:9]=1[O:10][CH2:11][CH2:12][N+:13]([CH3:16])([CH3:14])[CH3:15], predict the reactants needed to synthesize it. The reactants are: [CH3:1][O:2][S:3]([O-:6])(=[O:5])=[O:4].[NH2:7][C:8]1[CH:20]=[CH:19][CH:18]=[CH:17][C:9]=1[O:10][CH2:11][CH2:12][N+:13]([CH3:16])([CH3:15])[CH3:14].Cl.N([O-])=O.[Na+].N([O-])=O.[NH2:29]S(O)(=O)=O.[CH:34]1[C:43]2[C:38](=[CH:39][CH:40]=[CH:41][CH:42]=2)[CH:37]=[CH:36][C:35]=1[OH:44].C(=O)([O-])[O-].[Na+].[Na+].